Dataset: Peptide-MHC class II binding affinity with 134,281 pairs from IEDB. Task: Regression. Given a peptide amino acid sequence and an MHC pseudo amino acid sequence, predict their binding affinity value. This is MHC class II binding data. The peptide sequence is TLMGRYTHYKSRNLN. The MHC is DRB1_0802 with pseudo-sequence DRB1_0802. The binding affinity (normalized) is 0.450.